Dataset: Forward reaction prediction with 1.9M reactions from USPTO patents (1976-2016). Task: Predict the product of the given reaction. (1) The product is: [O:30]=[C:29]([NH:13][C:10]1[CH:11]=[CH:12][C:7]([C:4]2[CH:5]=[CH:6][N:1]=[CH:2][CH:3]=2)=[CH:8][CH:9]=1)[CH2:28][N:21]([C:22]1[CH:23]=[CH:24][CH:25]=[CH:26][CH:27]=1)[C:19](=[O:20])[O:18][C:14]([CH3:17])([CH3:16])[CH3:15]. Given the reactants [N:1]1[CH:6]=[CH:5][C:4]([C:7]2[CH:12]=[CH:11][C:10]([NH2:13])=[CH:9][CH:8]=2)=[CH:3][CH:2]=1.[C:14]([O:18][C:19]([N:21]([CH2:28][C:29](O)=[O:30])[C:22]1[CH:27]=[CH:26][CH:25]=[CH:24][CH:23]=1)=[O:20])([CH3:17])([CH3:16])[CH3:15].C(N(CC)C(C)C)(C)C.F[P-](F)(F)(F)(F)F.CN(C(=[N+](C)C)ON1C2=NC=CC=C2N=N1)C, predict the reaction product. (2) Given the reactants Cl[C:2]1[N:7]=[C:6]([Cl:8])[N:5]=[C:4]([NH:9][C:10]2[CH:15]=[CH:14][CH:13]=[CH:12][C:11]=2[S:16]([CH:19]([CH3:21])[CH3:20])(=[O:18])=[O:17])[N:3]=1.[CH3:22][O:23][C:24]1([O:39][CH3:40])[CH2:29][CH2:28][N:27]([C:30]2[CH:36]=[CH:35][C:33]([NH2:34])=[C:32]([O:37][CH3:38])[CH:31]=2)[CH2:26][CH2:25]1.C(N(CC)C(C)C)(C)C.C(OC(C)C)(=O)C.C(=O)([O-])[O-].[K+].[K+], predict the reaction product. The product is: [Cl:8][C:6]1[N:7]=[C:2]([NH:34][C:33]2[CH:35]=[CH:36][C:30]([N:27]3[CH2:26][CH2:25][C:24]([O:23][CH3:22])([O:39][CH3:40])[CH2:29][CH2:28]3)=[CH:31][C:32]=2[O:37][CH3:38])[N:3]=[C:4]([NH:9][C:10]2[CH:15]=[CH:14][CH:13]=[CH:12][C:11]=2[S:16]([CH:19]([CH3:21])[CH3:20])(=[O:18])=[O:17])[N:5]=1. (3) Given the reactants [NH2:1][OH:2].[C:3]([C:5]1[CH:6]=[CH:7][C:8]([CH3:19])=[C:9]([NH:11][C:12](=[O:18])[O:13][C:14]([CH3:17])([CH3:16])[CH3:15])[CH:10]=1)#[N:4], predict the reaction product. The product is: [OH:2]/[N:1]=[C:3](/[C:5]1[CH:6]=[CH:7][C:8]([CH3:19])=[C:9]([NH:11][C:12](=[O:18])[O:13][C:14]([CH3:15])([CH3:16])[CH3:17])[CH:10]=1)\[NH2:4]. (4) Given the reactants [Na].[CH3:2][C:3]1[CH:8]=[CH:7][C:6]([C:9]2[C:10]([CH:15]=O)=[CH:11][CH:12]=[CH:13][CH:14]=2)=[CH:5][CH:4]=1.[Br:17][C:18]1[N:19]=[CH:20][C:21]([NH2:24])=[N:22][CH:23]=1, predict the reaction product. The product is: [Br:17][C:18]1[N:19]=[CH:20][C:21]([NH:24][CH2:15][C:10]2[CH:11]=[CH:12][CH:13]=[CH:14][C:9]=2[C:6]2[CH:7]=[CH:8][C:3]([CH3:2])=[CH:4][CH:5]=2)=[N:22][CH:23]=1. (5) Given the reactants C(OC(=O)[NH:7][CH:8]([C:10]1[CH:15]=[CH:14][C:13]([NH:16][S:17]([CH3:20])(=[O:19])=[O:18])=[C:12]([C:21]#[C:22][C:23]2[CH:28]=[CH:27][CH:26]=[CH:25][CH:24]=2)[CH:11]=1)[CH3:9])(C)(C)C.FC(F)(F)C(O)=O, predict the reaction product. The product is: [CH3:20][S:17]([NH:16][C:13]1[CH:14]=[CH:15][C:10]([CH:8]([NH2:7])[CH3:9])=[CH:11][C:12]=1[C:21]#[C:22][C:23]1[CH:28]=[CH:27][CH:26]=[CH:25][CH:24]=1)(=[O:19])=[O:18].